Dataset: Forward reaction prediction with 1.9M reactions from USPTO patents (1976-2016). Task: Predict the product of the given reaction. (1) Given the reactants [F:1][C:2]1[CH:3]=[C:4]([NH:9][C:10]2[C:15]([N+:16]([O-])=O)=[CH:14][CH:13]=[CH:12][N:11]=2)[CH:5]=[CH:6][C:7]=1[CH3:8].O.C(O)(=O)C, predict the reaction product. The product is: [F:1][C:2]1[CH:3]=[C:4]([NH:9][C:10]2[C:15]([NH2:16])=[CH:14][CH:13]=[CH:12][N:11]=2)[CH:5]=[CH:6][C:7]=1[CH3:8]. (2) The product is: [F:1][C:2]1[CH:3]=[C:4]2[C:5]([C:2]3[CH2:3][CH2:4][NH:10][C:19](=[O:21])[C:7]=3[NH:10]2)=[CH:6][C:7]=1[O:8][CH3:9]. Given the reactants [F:1][C:2]1[CH:3]=[C:4]([NH:10]N=C2CCCNC2=O)[CH:5]=[CH:6][C:7]=1[O:8][CH3:9].[CH:19]([OH:21])=O, predict the reaction product. (3) Given the reactants [F:1][C:2]1[CH:3]=[C:4]2[C:8](=[CH:9][CH:10]=1)[NH:7][N:6]=[C:5]2[C:11]#[N:12].[C:13]([O:17][C:18](=[O:32])[CH2:19]N1C2=CN=CC=C2C(C(=O)C)=N1)([CH3:16])([CH3:15])[CH3:14], predict the reaction product. The product is: [C:13]([O:17][C:18](=[O:32])[CH2:19][N:7]1[C:8]2[C:4](=[CH:3][C:2]([F:1])=[CH:10][CH:9]=2)[C:5]([C:11]#[N:12])=[N:6]1)([CH3:16])([CH3:15])[CH3:14].